Dataset: Forward reaction prediction with 1.9M reactions from USPTO patents (1976-2016). Task: Predict the product of the given reaction. (1) Given the reactants [Cl:1][C:2]1[CH:7]=[CH:6][C:5](B(O)O)=[CH:4][C:3]=1[C:11]([NH:13][CH2:14][C:15]12[CH2:24][CH:19]3[CH2:20][CH:21]([CH2:23][CH:17]([CH2:18]3)[CH2:16]1)[CH2:22]2)=[O:12].[CH2:25]([O:27][C:28](=[O:38])[C:29]1[CH:34]=[C:33]([O:35][CH3:36])[CH:32]=[CH:31][C:30]=1Br)[CH3:26], predict the reaction product. The product is: [CH2:25]([O:27][C:28]([C:29]1[C:30]([C:5]2[CH:6]=[CH:7][C:2]([Cl:1])=[C:3]([C:11]([NH:13][CH2:14][C:15]34[CH2:24][CH:19]5[CH2:20][CH:21]([CH2:23][CH:17]([CH2:18]5)[CH2:16]3)[CH2:22]4)=[O:12])[CH:4]=2)=[CH:31][CH:32]=[C:33]([O:35][CH3:36])[CH:34]=1)=[O:38])[CH3:26]. (2) Given the reactants [OH:1][C@@H:2]([C@H:4]1[C:25](=[O:26])[N:6]2[C@@H:7]([C:12]([O:14][CH2:15][C:16]3[CH:21]=[CH:20][C:19]([N+:22]([O-:24])=[O:23])=[CH:18][CH:17]=3)=[O:13])[C:8](=O)[C@H:9]([CH3:10])[C@H:5]12)[CH3:3].[N:27]([CH2:30][CH2:31][CH2:32][N:33]1[CH2:38][CH2:37][CH:36]([C:39]([C:41]2[N:42]=[CH:43][N:44]3[CH:48]=[C:47]([Sn](CCCC)(CCCC)CCCC)[S:46][C:45]=23)=[O:40])[CH2:35][CH2:34]1)=[N+:28]=[N-:29], predict the reaction product. The product is: [N:27]([CH2:30][CH2:31][CH2:32][N:33]1[CH2:38][CH2:37][CH:36]([C:39]([C:41]2[N:42]=[CH:43][N:44]3[CH:48]=[C:47]([C:8]4[C@H:9]([CH3:10])[C@@H:5]5[C@@H:4]([C@H:2]([OH:1])[CH3:3])[C:25](=[O:26])[N:6]5[C:7]=4[C:12]([O:14][CH2:15][C:16]4[CH:21]=[CH:20][C:19]([N+:22]([O-:24])=[O:23])=[CH:18][CH:17]=4)=[O:13])[S:46][C:45]=23)=[O:40])[CH2:35][CH2:34]1)=[N+:28]=[N-:29]. (3) Given the reactants [C:1]([C:5]1[CH:10]=[CH:9][C:8]([S:11]([NH:14][C:15]2[C:20]([O:21][C:22]3[CH:27]=[CH:26][CH:25]=[CH:24][C:23]=3[O:28][CH3:29])=[C:19](Cl)[N:18]=[C:17]([C:31]3[N:36]=[CH:35][CH:34]=[CH:33][N:32]=3)[N:16]=2)(=[O:13])=[O:12])=[CH:7][CH:6]=1)([CH3:4])([CH3:3])[CH3:2].[OH-].[K+].C1([O:45]C2C=CC=CC=2)C=CC=CC=1.O, predict the reaction product. The product is: [C:1]([C:5]1[CH:10]=[CH:9][C:8]([S:11]([NH:14][C:15]2[C:20]([O:21][C:22]3[CH:27]=[CH:26][CH:25]=[CH:24][C:23]=3[O:28][CH3:29])=[C:19]([OH:45])[N:18]=[C:17]([C:31]3[N:36]=[CH:35][CH:34]=[CH:33][N:32]=3)[N:16]=2)(=[O:13])=[O:12])=[CH:7][CH:6]=1)([CH3:4])([CH3:3])[CH3:2]. (4) Given the reactants [C:1]([N:9]1[CH2:14][CH2:13][N:12]([C:15](=[O:30])[C@@H:16]([O:18][C:19]2[CH:28]=[CH:27][CH:26]=[C:25]3[C:20]=2[CH:21]=[CH:22][C:23](Cl)=[N:24]3)[CH3:17])[C@H:11]([CH3:31])[CH2:10]1)(=[O:8])[C:2]1[CH:7]=[CH:6][CH:5]=[CH:4][CH:3]=1.[NH2:32][C:33]1[CH:37]=[CH:36][NH:35][N:34]=1.C(N(CC)CC)C.[F-].[Cs+], predict the reaction product. The product is: [C:1]([N:9]1[CH2:14][CH2:13][N:12]([C:15](=[O:30])[C@@H:16]([O:18][C:19]2[CH:28]=[CH:27][CH:26]=[C:25]3[C:20]=2[CH:21]=[CH:22][C:23]([NH:32][C:33]2[NH:34][N:35]=[CH:36][CH:37]=2)=[N:24]3)[CH3:17])[C@H:11]([CH3:31])[CH2:10]1)(=[O:8])[C:2]1[CH:7]=[CH:6][CH:5]=[CH:4][CH:3]=1. (5) Given the reactants [C:1]([OH:4])(=S)[CH3:2].[N:5]([CH2:8][C@@H:9]1[CH2:13][CH2:12][N:11]([C@H:14]([C:16]2[CH:21]=[CH:20][CH:19]=[CH:18][CH:17]=2)[CH3:15])[C@@H:10]1[C:22]([NH2:24])=[O:23])=[N+]=[N-], predict the reaction product. The product is: [C:1]([NH:5][CH2:8][C@@H:9]1[CH2:13][CH2:12][N:11]([C@H:14]([C:16]2[CH:21]=[CH:20][CH:19]=[CH:18][CH:17]=2)[CH3:15])[C@@H:10]1[C:22]([NH2:24])=[O:23])(=[O:4])[CH3:2].